From a dataset of Full USPTO retrosynthesis dataset with 1.9M reactions from patents (1976-2016). Predict the reactants needed to synthesize the given product. (1) Given the product [C:26]([O:25][C:23](=[O:24])[N:22]([O:21][C:19](=[O:20])[CH:18]([CH3:17])[CH3:30])[S:11]([C:6]1[CH:7]=[CH:8][CH:9]=[CH:10][C:5]=1[S:2]([CH3:1])(=[O:4])=[O:3])(=[O:13])=[O:12])([CH3:28])([CH3:27])[CH3:29], predict the reactants needed to synthesize it. The reactants are: [CH3:1][S:2]([C:5]1[CH:10]=[CH:9][CH:8]=[CH:7][C:6]=1[S:11](Cl)(=[O:13])=[O:12])(=[O:4])=[O:3].[H-].[Na+].[CH3:17][CH:18]([CH3:30])[C:19]([O:21][NH:22][C:23]([O:25][C:26]([CH3:29])([CH3:28])[CH3:27])=[O:24])=[O:20]. (2) Given the product [N:1]1([CH2:6][C:7]2[CH:8]=[C:9]([N:55]3[CH:54]=[C:53]([Cl:52])[CH:57]=[N:56]3)[C:10]([O:13][CH3:14])=[N:11][CH:12]=2)[CH:5]=[N:4][CH:3]=[N:2]1, predict the reactants needed to synthesize it. The reactants are: [N:1]1([CH2:6][C:7]2[CH:8]=[C:9](Br)[C:10]([O:13][CH:14](F)F)=[N:11][CH:12]=2)[CH:5]=[N:4][CH:3]=[N:2]1.CC(C)([O-])C.[Na+].C1(P(C2CCCCC2)C2C=CC=CC=2C2C=CC=CC=2N(C)C)CCCCC1.[Cl:52][C:53]1[CH:54]=[N:55][NH:56][CH:57]=1.